From a dataset of Reaction yield outcomes from USPTO patents with 853,638 reactions. Predict the reaction yield, written as a fraction of the theoretical maximum amount of product (1.0 means a 100% yield; for example, 0.34 means a 34% yield). (1) The yield is 0.898. The product is [Cl:18][C:13]1[N:12]=[C:11]([CH3:10])[N:16]=[C:15]([N:7]2[CH2:8][CH2:9][N:4]([CH2:3][CH2:2][OH:1])[CH2:5][CH2:6]2)[CH:14]=1. The catalyst is C(N(CC)CC)C. The reactants are [OH:1][CH2:2][CH2:3][N:4]1[CH2:9][CH2:8][NH:7][CH2:6][CH2:5]1.[CH3:10][C:11]1[N:16]=[C:15](Cl)[CH:14]=[C:13]([Cl:18])[N:12]=1.C(Cl)Cl. (2) The yield is 0.100. No catalyst specified. The reactants are C(OC(=O)[NH:7][CH:8]1[CH2:13][CH2:12][CH:11]([NH:14][C:15]([C:17]2[C:25]3[N:24]=[C:23]([C:26]4[S:27][CH:28]=[CH:29][CH:30]=4)[NH:22][C:21]=3[C:20]([O:31]C)=[CH:19][CH:18]=2)=[O:16])[CH2:10][CH2:9]1)(C)(C)C.B(Br)(Br)Br. The product is [NH2:7][CH:8]1[CH2:13][CH2:12][CH:11]([NH:14][C:15]([C:17]2[C:25]3[N:24]=[C:23]([C:26]4[S:27][CH:28]=[CH:29][CH:30]=4)[NH:22][C:21]=3[C:20]([OH:31])=[CH:19][CH:18]=2)=[O:16])[CH2:10][CH2:9]1.